Dataset: Full USPTO retrosynthesis dataset with 1.9M reactions from patents (1976-2016). Task: Predict the reactants needed to synthesize the given product. The reactants are: [Cl:1][C:2]1[CH:7]=[C:6]([C:8](=[O:12])[N:9]([CH3:11])[CH3:10])[CH:5]=[CH:4][C:3]=1[N:13]([CH3:33])[C:14]([C:16]1[S:32][C:19]2[C:20]3[CH:28]=[CH:27][C:26]([C:29]([OH:31])=O)=[CH:25][C:21]=3[O:22][CH2:23][CH2:24][C:18]=2[CH:17]=1)=[O:15].[CH3:34][N:35]([CH3:39])[CH2:36][CH2:37][NH2:38].CN(C(ON1N=NC2C=CC=NC1=2)=[N+](C)C)C.F[P-](F)(F)(F)(F)F.CCN(C(C)C)C(C)C. Given the product [Cl:1][C:2]1[CH:7]=[C:6]([C:8](=[O:12])[N:9]([CH3:11])[CH3:10])[CH:5]=[CH:4][C:3]=1[N:13]([CH3:33])[C:14]([C:16]1[S:32][C:19]2[C:20]3[CH:28]=[CH:27][C:26]([C:29]([NH:38][CH2:37][CH2:36][N:35]([CH3:39])[CH3:34])=[O:31])=[CH:25][C:21]=3[O:22][CH2:23][CH2:24][C:18]=2[CH:17]=1)=[O:15], predict the reactants needed to synthesize it.